Task: Predict the product of the given reaction.. Dataset: Forward reaction prediction with 1.9M reactions from USPTO patents (1976-2016) (1) Given the reactants [C:1]([C@H:4]([O:6][C:7]1[C:16]2[C:11](=[CH:12][C:13]([CH3:17])=[CH:14][CH:15]=2)[N:10]=[C:9]([C:18]([OH:20])=[O:19])[CH:8]=1)[CH3:5])([OH:3])=O.F[C:22]1C(O)=C(F)C(F)=C(F)C=1F.Cl.[CH:34]1([NH:38][C:39]([C@@H:41]2[CH2:45][CH2:44][CH2:43][NH:42]2)=[O:40])[CH2:37][CH2:36][CH2:35]1.C(N1CCOCC1)C, predict the reaction product. The product is: [CH3:22][O:20][C:18]([C:9]1[CH:8]=[C:7]([O:6][C@H:4]([CH3:5])[C:1]([N:42]2[CH2:43][CH2:44][CH2:45][C@H:41]2[C:39](=[O:40])[NH:38][CH:34]2[CH2:37][CH2:36][CH2:35]2)=[O:3])[C:16]2[C:11](=[CH:12][C:13]([CH3:17])=[CH:14][CH:15]=2)[N:10]=1)=[O:19]. (2) The product is: [CH2:1]([O:5][Si:15]([C:11]([CH3:14])([CH3:13])[CH3:12])([C:22]1[CH:23]=[CH:24][CH:25]=[CH:26][CH:27]=1)[C:16]1[CH:21]=[CH:20][CH:19]=[CH:18][CH:17]=1)[CH2:2][CH:3]=[CH2:4]. Given the reactants [CH2:1]([OH:5])[CH2:2][CH:3]=[CH2:4].N1C=CN=C1.[C:11]([Si:15](Cl)([C:22]1[CH:27]=[CH:26][CH:25]=[CH:24][CH:23]=1)[C:16]1[CH:21]=[CH:20][CH:19]=[CH:18][CH:17]=1)([CH3:14])([CH3:13])[CH3:12].O, predict the reaction product. (3) The product is: [CH3:1][C@H:2]([CH2:3][CH2:4][CH3:5])[CH2:6][C:7]([OH:9])=[O:8]. Given the reactants [CH3:1][C@@H:2]([CH:6](C(O)=O)[C:7]([OH:9])=[O:8])[CH2:3][CH2:4][CH3:5].C(OC(=O)C)(=O)C, predict the reaction product. (4) Given the reactants [CH3:1][S:2]([C:5]1[CH:21]=[CH:20][C:8]([CH2:9][N:10]2[C:19]3[C:14](=[CH:15][CH:16]=[CH:17][CH:18]=3)[NH:13][CH2:12][CH2:11]2)=[CH:7][CH:6]=1)(=[O:4])=[O:3].ClC(Cl)(O[C:26](=[O:32])OC(Cl)(Cl)Cl)Cl.Cl.Cl.[NH:36]1[CH2:40][CH2:39][CH:38]([C:41]2[CH:42]=[N:43][NH:44][CH:45]=2)[CH2:37]1.C(=O)([O-])O.[Na+], predict the reaction product. The product is: [CH3:1][S:2]([C:5]1[CH:6]=[CH:7][C:8]([CH2:9][N:10]2[C:19]3[C:14](=[CH:15][CH:16]=[CH:17][CH:18]=3)[N:13]([C:26]([N:36]3[CH2:40][CH2:39][CH:38]([C:41]4[CH:42]=[N:43][NH:44][CH:45]=4)[CH2:37]3)=[O:32])[CH2:12][CH2:11]2)=[CH:20][CH:21]=1)(=[O:3])=[O:4]. (5) Given the reactants Br[C:2]1[CH:14]=[C:13]2[C:5]([C:6]3[C:11]([N:12]2[C:15](=[O:17])[CH3:16])=[C:10]2[CH:18]=[CH:19][CH:20]=[CH:21][C:9]2=[CH:8][CH:7]=3)=[CH:4][CH:3]=1.[C:22]1([N:28]2[C:32]3[CH:33]=[CH:34][CH:35]=[CH:36][C:31]=3[N:30]=[C:29]2C2C=CC(B(O)O)=CC=2)[CH:27]=[CH:26][CH:25]=[CH:24][CH:23]=1.C(=O)([O-])[O-].[K+].[K+].[CH2:52](O)[CH3:53], predict the reaction product. The product is: [C:15]([N:12]1[C:13]2[CH:14]=[CH:2][CH:3]=[CH:4][C:5]=2[C:6]2[CH:7]=[CH:8][C:9]3[CH:21]=[C:20]([C:53]4[CH:52]=[CH:4][C:3]([C:29]5[N:28]([C:22]6[CH:27]=[CH:26][CH:25]=[CH:24][CH:23]=6)[C:32]6[CH:33]=[CH:34][CH:35]=[CH:36][C:31]=6[N:30]=5)=[CH:2][CH:14]=4)[CH:19]=[CH:18][C:10]=3[C:11]1=2)(=[O:17])[CH3:16]. (6) Given the reactants [Cl:1][C:2]1[S:6][C:5]([C:7]2[N:11]([C:12]3[CH:17]=[CH:16][C:15]([Cl:18])=[CH:14][C:13]=3[Cl:19])[N:10]=[C:9]([C:20](Cl)=[O:21])[C:8]=2[CH3:23])=[CH:4][CH:3]=1.[CH:24]1([C:30]([NH2:32])=[O:31])[CH2:29][CH2:28][CH2:27][CH2:26][CH2:25]1.C[Si]([N-][Si](C)(C)C)(C)C.[Li+], predict the reaction product. The product is: [CH:24]1([C:30]([NH:32][C:20]([C:9]2[C:8]([CH3:23])=[C:7]([C:5]3[S:6][C:2]([Cl:1])=[CH:3][CH:4]=3)[N:11]([C:12]3[CH:17]=[CH:16][C:15]([Cl:18])=[CH:14][C:13]=3[Cl:19])[N:10]=2)=[O:21])=[O:31])[CH2:29][CH2:28][CH2:27][CH2:26][CH2:25]1. (7) The product is: [O:34]1[C:35]2[CH:41]=[CH:40][CH:39]=[CH:38][C:36]=2[N:37]=[C:33]1[C:10]1[C:9]([NH2:8])=[N:14][CH:13]=[C:12]([C:15]2[N:16]=[N:17][N:18]([CH:20]3[CH2:21][CH2:22][NH:23][CH2:24][CH2:25]3)[CH:19]=2)[CH:11]=1. Given the reactants C(O)(C(F)(F)F)=O.[NH2:8][C:9]1[N:14]=[CH:13][C:12]([C:15]2[N:16]=[N:17][N:18]([CH:20]3[CH2:25][CH2:24][N:23](C(OC(C)(C)C)=O)[CH2:22][CH2:21]3)[CH:19]=2)=[CH:11][C:10]=1[C:33]1[O:34][C:35]2[CH:41]=[CH:40][CH:39]=[CH:38][C:36]=2[N:37]=1, predict the reaction product. (8) Given the reactants Br[C:2]1[C:3]([C:8]#[N:9])=[N:4][CH:5]=[CH:6][CH:7]=1.[C:10]([C:14]1[CH:18]=[C:17]([NH2:19])[N:16]([CH3:20])[N:15]=1)([CH3:13])([CH3:12])[CH3:11].C(=O)([O-])[O-].[Cs+].[Cs+].C1C=CC(P(C2C(C3C(P(C4C=CC=CC=4)C4C=CC=CC=4)=CC=C4C=3C=CC=C4)=C3C(C=CC=C3)=CC=2)C2C=CC=CC=2)=CC=1, predict the reaction product. The product is: [C:10]([C:14]1[CH:18]=[C:17]([NH:19][C:2]2[C:3]([C:8]#[N:9])=[N:4][CH:5]=[CH:6][CH:7]=2)[N:16]([CH3:20])[N:15]=1)([CH3:13])([CH3:11])[CH3:12]. (9) Given the reactants [CH2:1]([O:3][C:4]([C:6]1[C:14]2[C:9](=[CH:10][CH:11]=[C:12]([OH:15])[CH:13]=2)[N:8]([C:16]2[CH:21]=[CH:20][C:19]([N:22]([CH2:25][CH3:26])[CH2:23][CH3:24])=[CH:18][CH:17]=2)[C:7]=1[CH2:27][C:28]([O:30][CH2:31][CH3:32])=[O:29])=[O:5])[CH3:2].[Cl:33][C:34]1[CH:35]=[C:36](B(O)O)[CH:37]=[CH:38][CH:39]=1, predict the reaction product. The product is: [CH2:1]([O:3][C:4]([C:6]1[C:14]2[C:9](=[CH:10][CH:11]=[C:12]([O:15][C:38]3[CH:37]=[CH:36][CH:35]=[C:34]([Cl:33])[CH:39]=3)[CH:13]=2)[N:8]([C:16]2[CH:21]=[CH:20][C:19]([N:22]([CH2:25][CH3:26])[CH2:23][CH3:24])=[CH:18][CH:17]=2)[C:7]=1[CH2:27][C:28]([O:30][CH2:31][CH3:32])=[O:29])=[O:5])[CH3:2].